This data is from NCI-60 drug combinations with 297,098 pairs across 59 cell lines. The task is: Regression. Given two drug SMILES strings and cell line genomic features, predict the synergy score measuring deviation from expected non-interaction effect. Drug 1: CCCS(=O)(=O)NC1=C(C(=C(C=C1)F)C(=O)C2=CNC3=C2C=C(C=N3)C4=CC=C(C=C4)Cl)F. Drug 2: C1CNP(=O)(OC1)N(CCCl)CCCl. Cell line: SK-MEL-2. Synergy scores: CSS=-0.957, Synergy_ZIP=1.86, Synergy_Bliss=2.39, Synergy_Loewe=-0.924, Synergy_HSA=-1.23.